This data is from Forward reaction prediction with 1.9M reactions from USPTO patents (1976-2016). The task is: Predict the product of the given reaction. (1) The product is: [CH3:19][C:12]1[CH:13]=[C:14]([CH3:18])[CH:15]=[CH:16][C:17]=1[CH:2]([C:4]1[CH:9]=[CH:8][CH:7]=[CH:6][CH:5]=1)[C:1]([OH:11])=[O:10]. Given the reactants [C:1]([OH:11])(=[O:10])[CH:2]([C:4]1[CH:9]=[CH:8][CH:7]=[CH:6][CH:5]=1)O.[C:12]1([CH3:19])[CH:17]=[CH:16][CH:15]=[C:14]([CH3:18])[CH:13]=1.Cl[Sn](Cl)(Cl)Cl, predict the reaction product. (2) Given the reactants C([Li])CCC.C(NC(C)C)(C)C.[C:13](#[N:17])[CH2:14][CH:15]=[CH2:16].Br[CH2:19][C:20]([O:22][CH2:23][CH3:24])=[O:21].[Cl-].[NH4+], predict the reaction product. The product is: [C:13]([CH:14]([CH:15]=[CH2:16])[CH2:19][C:20]([O:22][CH2:23][CH3:24])=[O:21])#[N:17]. (3) The product is: [C:10]([N:9]1[CH2:8][CH2:7][NH:6][C:5]2[N:18]=[CH:19][C:2]([C:29]3[CH:30]=[CH:31][C:26]([C:25]([NH:24][CH2:23][CH2:22][N:21]([CH3:20])[CH3:42])=[O:41])=[CH:27][CH:28]=3)=[CH:3][C:4]1=2)(=[O:11])[C:12]1[CH:17]=[CH:16][CH:15]=[CH:14][CH:13]=1. Given the reactants I[C:2]1[CH:19]=[N:18][C:5]2[NH:6][CH2:7][CH2:8][N:9]([C:10]([C:12]3[CH:17]=[CH:16][CH:15]=[CH:14][CH:13]=3)=[O:11])[C:4]=2[CH:3]=1.[CH3:20][N:21]([CH3:42])[CH2:22][CH2:23][NH:24][C:25](=[O:41])[C:26]1[CH:31]=[CH:30][C:29](B2OC(C)(C)C(C)(C)O2)=[CH:28][CH:27]=1, predict the reaction product. (4) Given the reactants [NH2:1][C:2]1[CH:27]=[C:26]([Cl:28])[CH:25]=[CH:24][C:3]=1[O:4][CH2:5][C:6]([N:8]1[CH2:13][C@H:12]([CH3:14])[N:11]([CH2:15][C:16]2[CH:21]=[CH:20][C:19]([F:22])=[CH:18][CH:17]=2)[CH2:10][C@H:9]1[CH3:23])=[O:7].C(=O)([O-])[O-].[K+].[K+].C([O:37][C:38](=[O:44])[CH2:39][S:40](Cl)(=[O:42])=[O:41])C.CN(C1C=CC=CN=1)C.O.[OH-].[Li+], predict the reaction product. The product is: [Cl:28][C:26]1[CH:25]=[CH:24][C:3]([O:4][CH2:5][C:6]([N:8]2[CH2:13][C@H:12]([CH3:14])[N:11]([CH2:15][C:16]3[CH:17]=[CH:18][C:19]([F:22])=[CH:20][CH:21]=3)[CH2:10][C@H:9]2[CH3:23])=[O:7])=[C:2]([NH:1][S:40]([CH2:39][C:38]([OH:44])=[O:37])(=[O:42])=[O:41])[CH:27]=1. (5) Given the reactants C([CH:3]([C:7](Cl)=[O:8])[C:4](Cl)=[O:5])C.[CH3:10][O:11][C:12]([C:14]1[S:15][CH:16]=[CH:17][C:18]=1[NH2:19])=[O:13].N1[CH:25]=[CH:24]C=CC=1.C([OH:28])C, predict the reaction product. The product is: [CH3:10][O:11][C:12]([C:14]1[S:15][CH:16]=[CH:17][C:18]=1[NH:19][C:7](=[O:8])[CH2:3][C:4]([O:5][CH2:24][CH3:25])=[O:28])=[O:13]. (6) Given the reactants [N:1]1[CH:6]=[CH:5][CH:4]=[CH:3][C:2]=1[N:7]1[CH2:12][CH2:11][CH2:10][CH:9]([CH2:13][NH2:14])[CH2:8]1.Cl[C:16]1[CH:21]=[C:20]([C:22]2[CH:27]=[CH:26][CH:25]=[C:24]([CH3:28])[C:23]=2[CH3:29])[N:19]=[C:18]([NH2:30])[N:17]=1, predict the reaction product. The product is: [CH3:29][C:23]1[C:24]([CH3:28])=[CH:25][CH:26]=[CH:27][C:22]=1[C:20]1[N:19]=[C:18]([NH2:30])[N:17]=[C:16]([NH:14][CH2:13][CH:9]2[CH2:10][CH2:11][CH2:12][N:7]([C:2]3[CH:3]=[CH:4][CH:5]=[CH:6][N:1]=3)[CH2:8]2)[CH:21]=1. (7) Given the reactants [NH2:1][C:2]1[CH:11]=[CH:10][C:5]([C:6]([O:8][CH3:9])=[O:7])=[C:4]([Cl:12])[CH:3]=1.N1C=CC=CC=1.Cl[C:20]([O:22][C:23]1[CH:28]=[CH:27][CH:26]=[CH:25][CH:24]=1)=[O:21], predict the reaction product. The product is: [Cl:12][C:4]1[CH:3]=[C:2]([NH:1][C:20]([O:22][C:23]2[CH:28]=[CH:27][CH:26]=[CH:25][CH:24]=2)=[O:21])[CH:11]=[CH:10][C:5]=1[C:6]([O:8][CH3:9])=[O:7]. (8) Given the reactants [Br:1][C:2]1[NH:6][N:5]=[C:4]([CH:7]2[CH2:12][CH2:11][N:10]([C:13]([O:15][C:16]([CH3:19])([CH3:18])[CH3:17])=[O:14])[CH2:9][CH2:8]2)[N:3]=1.[N+](=[CH:22][Si](C)(C)C)=[N-].CCCCCC, predict the reaction product. The product is: [Br:1][C:2]1[N:6]([CH3:22])[N:5]=[C:4]([CH:7]2[CH2:12][CH2:11][N:10]([C:13]([O:15][C:16]([CH3:19])([CH3:18])[CH3:17])=[O:14])[CH2:9][CH2:8]2)[N:3]=1.